Task: Predict the product of the given reaction.. Dataset: Forward reaction prediction with 1.9M reactions from USPTO patents (1976-2016) (1) The product is: [F:19][C:20]1[CH:21]=[CH:22][C:23]([C:26]2[O:30][N:29]=[C:28]([C:31]([N:9]3[CH2:8][C@H:7]([C:1]4[CH:2]=[CH:3][CH:4]=[CH:5][CH:6]=4)[NH:12][C:11](=[O:13])[C@@H:10]3[C:14]3[S:15][CH:16]=[CH:17][CH:18]=3)=[O:32])[CH:27]=2)=[CH:24][CH:25]=1. Given the reactants [C:1]1([C@@H:7]2[NH:12][C:11](=[O:13])[C@H:10]([C:14]3[S:15][CH:16]=[CH:17][CH:18]=3)[NH:9][CH2:8]2)[CH:6]=[CH:5][CH:4]=[CH:3][CH:2]=1.[F:19][C:20]1[CH:25]=[CH:24][C:23]([C:26]2[O:30][N:29]=[C:28]([C:31](O)=[O:32])[CH:27]=2)=[CH:22][CH:21]=1.C([C@@H]1N(C(=O)/C=C/C2C=CC=CC=2)C[C@H](CC(C)C)NC1=O)C(C)C, predict the reaction product. (2) Given the reactants C(=O)([O-])[O-].[K+].[K+].F[C:8]1[CH:13]=[C:12]([C:14]([F:17])([F:16])[F:15])[CH:11]=[CH:10][N:9]=1.[NH2:18][C:19]1[C:24]([C:25]2[CH:30]=[CH:29][C:28]([OH:31])=[CH:27][CH:26]=2)=[CH:23][C:22]([Cl:32])=[CH:21][N:20]=1, predict the reaction product. The product is: [Cl:32][C:22]1[CH:23]=[C:24]([C:25]2[CH:26]=[CH:27][C:28]([O:31][C:8]3[CH:13]=[C:12]([C:14]([F:17])([F:16])[F:15])[CH:11]=[CH:10][N:9]=3)=[CH:29][CH:30]=2)[C:19]([NH2:18])=[N:20][CH:21]=1. (3) Given the reactants [CH2:1]([N:8]1[C:12](=O)[C@H:11]2[C:14]3[CH:15]=[CH:16][C:17]([Br:23])=[C:18]([Cl:22])[C:19]=3[CH2:20][O:21][C@@:10]2([CH3:24])[CH2:9]1)[C:2]1[CH:7]=[CH:6][CH:5]=[CH:4][CH:3]=1.B.CSC.Cl, predict the reaction product. The product is: [CH2:1]([N:8]1[CH2:12][C@H:11]2[C:14]3[CH:15]=[CH:16][C:17]([Br:23])=[C:18]([Cl:22])[C:19]=3[CH2:20][O:21][C@@:10]2([CH3:24])[CH2:9]1)[C:2]1[CH:3]=[CH:4][CH:5]=[CH:6][CH:7]=1. (4) Given the reactants [NH2:1][CH:2]1[CH2:7][CH2:6][N:5]([C:8]([O:10][C:11]([CH3:14])([CH3:13])[CH3:12])=[O:9])[CH2:4][CH2:3]1.[CH2:15](N(CC)CC)C.[Si:22]([O:39][CH2:40][C@@H:41]([C:43]([O:45]C)=[O:44])[NH2:42])([C:35]([CH3:38])([CH3:37])[CH3:36])([C:29]1[CH:34]=[CH:33][CH:32]=[CH:31][CH:30]=1)[C:23]1[CH:28]=[CH:27][CH:26]=[CH:25][CH:24]=1.[O:47]1CCC[CH2:48]1, predict the reaction product. The product is: [CH3:15][N:42]([C:48]([NH:1][CH:2]1[CH2:3][CH2:4][N:5]([C:8]([O:10][C:11]([CH3:14])([CH3:13])[CH3:12])=[O:9])[CH2:6][CH2:7]1)=[O:47])[C@H:41]([C:43]([OH:45])=[O:44])[CH2:40][O:39][Si:22]([C:35]([CH3:38])([CH3:36])[CH3:37])([C:23]1[CH:28]=[CH:27][CH:26]=[CH:25][CH:24]=1)[C:29]1[CH:34]=[CH:33][CH:32]=[CH:31][CH:30]=1. (5) The product is: [C:1]([O:5][C:6]([N:8]1[CH2:13][CH2:12][C@H:11]([CH2:14][O:15][C:29]2[N:28]=[N:27][C:26]([CH2:22][CH2:23][CH2:24][CH3:25])=[C:31]([C:32]3[CH:33]=[CH:34][C:35]([O:38][CH:39]4[CH2:44][CH2:43][CH2:42][CH2:41][CH2:40]4)=[CH:36][CH:37]=3)[CH:30]=2)[C@H:10]([O:16][CH2:17][O:18][CH3:19])[CH2:9]1)=[O:7])([CH3:4])([CH3:3])[CH3:2]. Given the reactants [C:1]([O:5][C:6]([N:8]1[CH2:13][CH2:12][C@H:11]([CH2:14][OH:15])[C@H:10]([O:16][CH2:17][O:18][CH3:19])[CH2:9]1)=[O:7])([CH3:4])([CH3:3])[CH3:2].[H-].[Na+].[CH2:22]([C:26]1[N:27]=[N:28][C:29](Cl)=[CH:30][C:31]=1[C:32]1[CH:37]=[CH:36][C:35]([O:38][CH:39]2[CH2:44][CH2:43][CH2:42][CH2:41][CH2:40]2)=[CH:34][CH:33]=1)[CH2:23][CH2:24][CH3:25].O, predict the reaction product.